From a dataset of Drug-target binding data from BindingDB using IC50 measurements. Regression. Given a target protein amino acid sequence and a drug SMILES string, predict the binding affinity score between them. We predict pIC50 (pIC50 = -log10(IC50 in M); higher means more potent). Dataset: bindingdb_ic50. (1) The drug is Cc1cccc(NC(=O)c2ccc(C)c(Nc3nc4ccccc4n3-c3cc(NCCCCN(C)C)ncn3)c2)c1. The target protein (P08631) has sequence MGGRSSCEDPGCPRDEERAPRMGCMKSKFLQVGGNTFSKTETSASPHCPVYVPDPTSTIKPGPNSHNSNTPGIREAGSEDIIVVALYDYEAIHHEDLSFQKGDQMVVLEESGEWWKARSLATRKEGYIPSNYVARVDSLETEEWFFKGISRKDAERQLLAPGNMLGSFMIRDSETTKGSYSLSVRDYDPRQGDTVKHYKIRTLDNGGFYISPRSTFSTLQELVDHYKKGNDGLCQKLSVPCMSSKPQKPWEKDAWEIPRESLKLEKKLGAGQFGEVWMATYNKHTKVAVKTMKPGSMSVEAFLAEANVMKTLQHDKLVKLHAVVTKEPIYIITEFMAKGSLLDFLKSDEGSKQPLPKLIDFSAQIAEGMAFIEQRNYIHRDLRAANILVSASLVCKIADFGLARVIEDNEYTAREGAKFPIKWTAPEAINFGSFTIKSDVWSFGILLMEIVTYGRIPYPGMSNPEVIRALERGYRMPRPENCPEELYNIMMRCWKNRPEE.... The pIC50 is 5.6. (2) The small molecule is CC(C)NCCN(C(C)C)S(=O)(=O)c1ccc(Cl)cc1Cl. The target protein (Q9EPK8) has sequence MADPGDGPRAAPGEVAEPPGDESGTSGGEAFPLSSLANLFEGEEGSSSLSPVDASRPAGPGDGRPNLRMKFQGAFRKGVPNPIDLLESTLYESSVVPGPKKAPMDSLFDYGTYRHHPSDNKRWRRKVVEKQPQSPKAPAPQPPPILKVFNRPILFDIVSRGSTADLDGLLSFLLTHKKRLTDEEFREPSTGKTCLPKALLNLSNGRNDTIPVLLDIAERTGNMREFINSPFRDIYYRGQTSLHIAIERRCKHYVELLVAQGADVHAQARGRFFQPKDEGGYFYFGELPLSLAACTNQPHIVNYLTENPHKKADMRRQDSRGNTVLHALVAIADNTRENTKFVTKMYDLLLLKCSRLFPDSNLETVLNNDGLSPLMMAAKTGKIGVFQHIIRREVTDEDTRHLSRKFKDWAYGPVYSSLYDLSSLDTCGEEVSVLEILVYNSKIENRHEMLAVEPINELLRDKWRKFGAVSFYINVVSYLCAMVIFTLTAYYQPLEGTPPY.... The pIC50 is 5.2. (3) The compound is Cc1cc(N=Nc2ccc(S(=O)(=O)Nc3ccccn3)cc2)c(N)c(C)c1O. The target protein (Q9ESU6) has sequence MSTESGPGTRLRNLPVMGDGLETSQMSTTQAQAQPQPANAASTNPPPPETSNPNKPKRQTNQLQYLLRVVLKTLWKHQFAWPFQQPVDAVKLNLPDYYKIIKTPMDMGTIKKRLENNYYWNAQECIQDFNTMFTNCYIYNKPGDDIVLMAEALEKLFLQKINELPTEETEIMIVQAKGRGRGRKETGAAKPGVSTVPNTTQASTSPQTQTPQQNPPPPVQATTHPFPAVTPDLIAQPPVMTMVPPQPLQTPSPVPPQPPPPPAPVPQPVQSHPPIIATTPQPVKTKKGVKRKADTTTPTTIDPIHEPPSLAPEPKTAKLGPRRESSRPVKPPKKDVPDSQQHPGPEKSSKISEQLKCCSGILKEMFAKKHAAYAWPFYKPVDVEALGLHDYCDIIKHPMDMSTIKSKLESREYRDAQEFGADVRLMFSNCYKYNPPDHEVVAMARKLQDVFEMRFAKMPDEPEEPVVTVSSPAVPPPTKVVAPPSSSDSSSDSSSDSDSS.... The pIC50 is 4.6. (4) The small molecule is CCO[C@@H](Cc1ccc(OCC(=O)c2cccc(CO)c2)cc1)C(=O)N(C)OC. The target is CKENALLRYLLDKDD. The pIC50 is 3.6.